Task: Predict which catalyst facilitates the given reaction.. Dataset: Catalyst prediction with 721,799 reactions and 888 catalyst types from USPTO (1) Reactant: [C:9](O[C:9]([O:11][C:12]([CH3:15])([CH3:14])[CH3:13])=[O:10])([O:11][C:12]([CH3:15])([CH3:14])[CH3:13])=[O:10].[CH2:16]([C:20]1[N:25]=[C:24]([Cl:26])[N:23]=[C:22]([N:27]2[CH2:32][CH2:31][CH2:30][C@@H:29]([NH2:33])[CH2:28]2)[CH:21]=1)[CH2:17][CH2:18][CH3:19].C(N(CC)CC)C. Product: [CH2:16]([C:20]1[N:25]=[C:24]([Cl:26])[N:23]=[C:22]([N:27]2[CH2:32][CH2:31][CH2:30][C@@H:29]([NH:33][C:9](=[O:10])[O:11][C:12]([CH3:13])([CH3:14])[CH3:15])[CH2:28]2)[CH:21]=1)[CH2:17][CH2:18][CH3:19]. The catalyst class is: 12. (2) Reactant: Cl[C:2]1[N:7]=[CH:6][C:5]2[N:8]=[CH:9][N:10]([CH:11]([CH3:13])[CH3:12])[C:4]=2[CH:3]=1.[CH2:14]1[C:18]2([CH2:22][O:21][CH2:20][CH2:19]2)[CH2:17][N:16]([C:23]2[N:28]=[C:27]([NH2:29])[CH:26]=[CH:25][N:24]=2)[CH2:15]1.C1(P(C2CCCCC2)C2C=CC=CC=2C2C(C(C)C)=CC(C(C)C)=CC=2C(C)C)CCCCC1.C(=O)([O-])[O-].[Cs+].[Cs+]. Product: [CH2:22]1[C:18]2([CH2:14][CH2:15][N:16]([C:23]3[N:28]=[C:27]([NH:29][C:2]4[N:7]=[CH:6][C:5]5[N:8]=[CH:9][N:10]([CH:11]([CH3:13])[CH3:12])[C:4]=5[CH:3]=4)[CH:26]=[CH:25][N:24]=3)[CH2:17]2)[CH2:19][CH2:20][O:21]1. The catalyst class is: 684. (3) Reactant: [C:1]([C:4]1[C:12]2[C:7](=[CH:8][CH:9]=[C:10]([C:13]3[CH:14]=[N:15][C:16]([F:19])=[CH:17][CH:18]=3)[CH:11]=2)[N:6]([CH2:20][C:21]([O:23]C(C)(C)C)=[O:22])[N:5]=1)(=[O:3])[NH2:2]. Product: [C:1]([C:4]1[C:12]2[C:7](=[CH:8][CH:9]=[C:10]([C:13]3[CH:14]=[N:15][C:16]([F:19])=[CH:17][CH:18]=3)[CH:11]=2)[N:6]([CH2:20][C:21]([OH:23])=[O:22])[N:5]=1)(=[O:3])[NH2:2]. The catalyst class is: 89. (4) Reactant: C(=O)([O-])[O-].[Cs+].[Cs+].[CH3:7][S:8]([C:11]1[N:12]=[C:13]([O:27][CH2:28][CH2:29][CH3:30])[C:14]2[N:19]=[C:18]([C:20]3[CH:25]=[CH:24][CH:23]=[C:22]([CH3:26])[CH:21]=3)[O:17][C:15]=2[N:16]=1)(=O)=O.SC1[S:33][CH:34]=[CH:35][N:36]=1. Product: [CH2:28]([O:27][C:13]1[C:14]2[N:19]=[C:18]([C:20]3[CH:25]=[CH:24][CH:23]=[C:22]([CH3:26])[CH:21]=3)[O:17][C:15]=2[N:16]=[C:11]([S:8][C:7]2[S:33][CH:34]=[CH:35][N:36]=2)[N:12]=1)[CH2:29][CH3:30]. The catalyst class is: 3. (5) Reactant: [F:1][CH:2]([F:21])[C:3]1[N:8]=[C:7]([C:9]2[CH2:14][CH2:13][CH:12]([CH2:15][C:16]([O:18][CH2:19][CH3:20])=[O:17])[CH2:11][CH:10]=2)[CH:6]=[CH:5][CH:4]=1.C([O-])=O.[NH4+]. Product: [F:21][CH:2]([F:1])[C:3]1[N:8]=[C:7]([CH:9]2[CH2:10][CH2:11][CH:12]([CH2:15][C:16]([O:18][CH2:19][CH3:20])=[O:17])[CH2:13][CH2:14]2)[CH:6]=[CH:5][CH:4]=1. The catalyst class is: 19. (6) Reactant: Br[CH2:2][C:3]1[CH:12]=[C:11]2[C:6]([C:7]([Cl:15])=[CH:8][C:9]([C:13]#[N:14])=[N:10]2)=[CH:5][CH:4]=1.[N-:16]=[N+:17]=[N-:18].[Na+]. Product: [N:16]([CH2:2][C:3]1[CH:12]=[C:11]2[C:6]([C:7]([Cl:15])=[CH:8][C:9]([C:13]#[N:14])=[N:10]2)=[CH:5][CH:4]=1)=[N+:17]=[N-:18]. The catalyst class is: 14.